From a dataset of Reaction yield outcomes from USPTO patents with 853,638 reactions. Predict the reaction yield, written as a fraction of the theoretical maximum amount of product (1.0 means a 100% yield; for example, 0.34 means a 34% yield). (1) The reactants are [O:1]1[CH2:6][CH2:5][N:4]([CH2:7][CH2:8][N:9]([C:14]2[CH:15]=[C:16]3[C:20](=[CH:21][CH:22]=2)[N:19]([CH2:23][C:24]([O:26]C)=[O:25])[C:18](=[O:28])[CH2:17]3)[S:10]([CH3:13])(=[O:12])=[O:11])[CH2:3][CH2:2]1.[ClH:29]. The catalyst is O1CCOCC1. The product is [ClH:29].[O:1]1[CH2:6][CH2:5][N:4]([CH2:7][CH2:8][N:9]([C:14]2[CH:15]=[C:16]3[C:20](=[CH:21][CH:22]=2)[N:19]([CH2:23][C:24]([OH:26])=[O:25])[C:18](=[O:28])[CH2:17]3)[S:10]([CH3:13])(=[O:12])=[O:11])[CH2:3][CH2:2]1. The yield is 1.00. (2) The reactants are [N+](C1C=CC=CC=1S([NH:13][CH2:14][CH2:15][CH2:16][O:17][C:18]1[CH:27]=[C:26]2[C:21]([C:22]([NH:28][CH2:29][CH2:30][CH2:31][C:32]3[CH:37]=[CH:36][CH:35]=[CH:34][CH:33]=3)=[N:23][CH:24]=[N:25]2)=[CH:20][CH:19]=1)(=O)=O)([O-])=O.C([O-])([O-])=O.[K+].[K+].[C:44]1(S)[CH:49]=[CH:48][CH:47]=[CH:46][CH:45]=1. The catalyst is CN(C=O)C.C(OCC)(=O)C. The product is [N:25]1[C:49]2[C:44](=[CH:45][CH:46]=[CH:47][CH:48]=2)[C:22]([NH:28][CH2:29][CH2:30][NH:13][CH2:14][CH2:15][CH2:16][O:17][C:18]2[CH:27]=[C:26]3[C:21]([C:22]([NH:28][CH2:29][CH2:30][CH2:31][C:32]4[CH:37]=[CH:36][CH:35]=[CH:34][CH:33]=4)=[N:23][CH:24]=[N:25]3)=[CH:20][CH:19]=2)=[CH:21][CH:26]=1. The yield is 0.670. (3) The reactants are Br[C:2]1[CH:7]=[CH:6][C:5]2[C:8]3([CH2:23][O:24][C:4]=2[CH:3]=1)[C:16]1[C:11](=[CH:12][CH:13]=[CH:14][CH:15]=1)[N:10]([CH2:17][CH2:18][CH2:19][CH2:20][CH3:21])[C:9]3=[O:22].Cl.CN(C)CC(O)=O.C(=O)([O-])[O-].[Cs+].[Cs+].[C:39]1([OH:45])[CH:44]=[CH:43][CH:42]=[CH:41][CH:40]=1. The catalyst is O1CCOCC1.ClCCl.[Cu](I)I. The product is [CH2:17]([N:10]1[C:11]2[C:16](=[CH:15][CH:14]=[CH:13][CH:12]=2)[C:8]2([C:5]3[CH:6]=[CH:7][C:2]([O:45][C:39]4[CH:44]=[CH:43][CH:42]=[CH:41][CH:40]=4)=[CH:3][C:4]=3[O:24][CH2:23]2)[C:9]1=[O:22])[CH2:18][CH2:19][CH2:20][CH3:21]. The yield is 0.870. (4) The reactants are Br[C:2]1[N:3]=[CH:4][C:5]([O:32][CH3:33])=[C:6]2[C:10]([C:11](=[O:31])[C:12]([N:14]3[CH2:19][CH2:18][N:17]([C:20]4[N:24]([C:25]5[CH:30]=[CH:29][CH:28]=[CH:27][N:26]=5)[N:23]=[N:22][N:21]=4)[CH2:16][CH2:15]3)=[O:13])=[CH:9][NH:8][C:7]=12.[N:34]1[CH:39]=[C:38](B(O)O)[CH:37]=[N:36][CH:35]=1.ClCCl.C(=O)([O-])[O-].[Cs+].[Cs+]. The catalyst is O1CCOCC1.O.CO. The product is [CH3:33][O:32][C:5]1[CH:4]=[N:3][C:2]([C:38]2[CH:39]=[N:34][CH:35]=[N:36][CH:37]=2)=[C:7]2[NH:8][CH:9]=[C:10]([C:11](=[O:31])[C:12]([N:14]3[CH2:19][CH2:18][N:17]([C:20]4[N:24]([C:25]5[CH:30]=[CH:29][CH:28]=[CH:27][N:26]=5)[N:23]=[N:22][N:21]=4)[CH2:16][CH2:15]3)=[O:13])[C:6]=12. The yield is 0.341. (5) The reactants are [C:1]([CH2:4][N:5]([CH2:34][C:35]([OH:37])=O)[CH2:6][C:7]1[C:8]([C:28]2[CH:33]=[CH:32][CH:31]=[CH:30][CH:29]=2)=[N:9][C:10]2[C:15]([C:16]=1[C:17](=[O:27])[NH:18][C@H:19]([CH:21]1[CH2:26][CH2:25][CH2:24][CH2:23][CH2:22]1)[CH3:20])=[CH:14][CH:13]=[CH:12][CH:11]=2)([OH:3])=O.[NH3:38]. No catalyst specified. The product is [CH:21]1([C@@H:19]([NH:18][C:17]([C:16]2[C:15]3[C:10](=[CH:11][CH:12]=[CH:13][CH:14]=3)[N:9]=[C:8]([C:28]3[CH:33]=[CH:32][CH:31]=[CH:30][CH:29]=3)[C:7]=2[CH2:6][N:5]2[CH2:34][C:35](=[O:37])[NH:38][C:1](=[O:3])[CH2:4]2)=[O:27])[CH3:20])[CH2:26][CH2:25][CH2:24][CH2:23][CH2:22]1. The yield is 0.560. (6) The reactants are [OH:1][C:2]1[CH:3]=[C:4]([CH:7]=[CH:8][CH:9]=1)[CH:5]=[O:6].C(O[Cl:15])(C)(C)C. The catalyst is CC(O)=O. The product is [Cl:15][C:3]1[C:2]([OH:1])=[CH:9][CH:8]=[CH:7][C:4]=1[CH:5]=[O:6]. The yield is 0.550. (7) The reactants are [C:1]([Mg]Br)#[C:2][CH3:3].[CH3:6][C:7]1([CH3:31])[O:12][C:11](=[O:13])[C:10](=[CH:14][C:15]2[CH:20]=[CH:19][C:18]([S:21][CH2:22][C:23]3[CH:28]=[CH:27][CH:26]=[CH:25][C:24]=3[CH3:29])=[CH:17][CH:16]=2)[C:9](=[O:30])[O:8]1.[NH4+].[Cl-]. The catalyst is C1COCC1. The product is [CH3:6][C:7]1([CH3:31])[O:12][C:11](=[O:13])[CH:10]([CH:14]([C:15]2[CH:16]=[CH:17][C:18]([S:21][CH2:22][C:23]3[CH:28]=[CH:27][CH:26]=[CH:25][C:24]=3[CH3:29])=[CH:19][CH:20]=2)[C:1]#[C:2][CH3:3])[C:9](=[O:30])[O:8]1. The yield is 0.150.